Task: Predict the reactants needed to synthesize the given product.. Dataset: Full USPTO retrosynthesis dataset with 1.9M reactions from patents (1976-2016) (1) Given the product [CH3:19][O:18][C@@H:5]([CH2:6][C:7]1[CH:8]=[CH:9][C:10]([O:13][CH2:14][CH2:15][CH2:16][O:29][C:25]2[CH:26]=[CH:27][CH:28]=[C:23]([C:22]([F:21])([F:30])[F:31])[CH:24]=2)=[CH:11][CH:12]=1)[C:4]([OH:3])=[O:20], predict the reactants needed to synthesize it. The reactants are: C([O:3][C:4](=[O:20])[C@@H:5]([O:18][CH3:19])[CH2:6][C:7]1[CH:12]=[CH:11][C:10]([O:13][CH2:14][CH2:15][CH2:16]Br)=[CH:9][CH:8]=1)C.[F:21][C:22]([F:31])([F:30])[C:23]1[CH:24]=[C:25]([OH:29])[CH:26]=[CH:27][CH:28]=1.C1(C2C=CC=CC=2)C=CC(OCCOC2C=CC(C[C@H](OC)C(O)=O)=CC=2)=CC=1. (2) Given the product [NH2:30][C:6]1[C:5]2[C:10](=[CH:11][C:12]([O:13][CH3:14])=[C:3]([O:2][CH3:1])[CH:4]=2)[N:9]=[C:8]([N:15]([CH2:17][C:18]2([C:24]3[CH:29]=[CH:28][CH:27]=[CH:26][CH:25]=3)[CH2:19][CH2:20][N:21]([C:36]([CH:32]3[CH2:33][CH2:34][CH2:35][O:31]3)=[O:37])[CH2:22][CH2:23]2)[CH3:16])[N:7]=1, predict the reactants needed to synthesize it. The reactants are: [CH3:1][O:2][C:3]1[CH:4]=[C:5]2[C:10](=[CH:11][C:12]=1[O:13][CH3:14])[N:9]=[C:8]([N:15]([CH2:17][C:18]1([C:24]3[CH:29]=[CH:28][CH:27]=[CH:26][CH:25]=3)[CH2:23][CH2:22][NH:21][CH2:20][CH2:19]1)[CH3:16])[N:7]=[C:6]2[NH2:30].[O:31]1[CH2:35][CH2:34][CH2:33][CH:32]1[C:36](O)=[O:37].C(N(CC)CC)C.CN([P+](ON1N=NC2C=CC=CC1=2)(N(C)C)N(C)C)C.F[P-](F)(F)(F)(F)F. (3) Given the product [CH2:1]([O:3][C:4]([C:5]1([S:6]([C:9]2[CH:10]=[CH:11][C:12]([O:15][CH2:16][CH2:17][CH:18]([CH3:20])[CH3:19])=[CH:13][CH:14]=2)(=[O:7])=[O:8])[CH2:31][CH2:30][N:26]([CH2:22][CH2:23][CH2:24][CH3:25])[CH2:27][CH2:28]1)=[O:21])[CH3:2], predict the reactants needed to synthesize it. The reactants are: [CH2:1]([O:3][C:4](=[O:21])[CH2:5][S:6]([C:9]1[CH:14]=[CH:13][C:12]([O:15][CH2:16][CH2:17][CH:18]([CH3:20])[CH3:19])=[CH:11][CH:10]=1)(=[O:8])=[O:7])[CH3:2].[CH2:22]([N:26]([CH2:30][CH2:31]Cl)[CH2:27][CH2:28]Cl)[CH2:23][CH2:24][CH3:25]. (4) Given the product [N:8]1([C:6](=[O:7])[CH2:5][C:4]([O:3][CH2:1][CH3:2])=[O:25])[CH2:14][CH2:13][CH2:12][NH:11][CH2:10][CH2:9]1, predict the reactants needed to synthesize it. The reactants are: [CH2:1]([O:3][C:4](=[O:25])[CH2:5][C:6]([N:8]1[CH2:14][CH2:13][CH2:12][N:11](C(OCC2C=CC=CC=2)=O)[CH2:10][CH2:9]1)=[O:7])[CH3:2]. (5) Given the product [CH3:14][C:12]([C:16]1[CH:17]=[CH:18][C:19]([CH2:20][N:21]2[C:27](=[O:28])[C:26]([C:40]([NH:39][CH2:42][C:43]([OH:45])=[O:44])=[O:41])=[C:30]([OH:31])[N:11]=[C:10]2[C:6]2[S:5][CH:9]=[CH:8][CH:7]=2)=[CH:22][CH:23]=1)([CH3:15])[CH3:13], predict the reactants needed to synthesize it. The reactants are: [Cl-].C[Al+]C.[S:5]1[CH:9]=[CH:8][CH:7]=[C:6]1[C:10]#[N:11].[C:12]([C:16]1[CH:23]=[CH:22][C:19]([CH2:20][NH2:21])=[CH:18][CH:17]=1)([CH3:15])([CH3:14])[CH3:13].C([C:26](CC)([C:30]([O-])=[O:31])[C:27]([O-])=[O:28])C.C[O-].[Na+].Cl.[N:39]([CH2:42][C:43]([O:45]CC)=[O:44])=[C:40]=[O:41].CCN(C(C)C)C(C)C.[OH-].[Na+].